Dataset: Catalyst prediction with 721,799 reactions and 888 catalyst types from USPTO. Task: Predict which catalyst facilitates the given reaction. The catalyst class is: 217. Product: [S:25]1[C:29]2[CH:30]=[CH:31][CH:32]=[CH:33][C:28]=2[N:27]=[C:26]1[NH:34][C:18](=[O:19])[O:20][C:21]([CH3:22])([CH3:23])[CH3:24]. Reactant: CN(C1C=CC=CN=1)C.[C:18](O[C:18]([O:20][C:21]([CH3:24])([CH3:23])[CH3:22])=[O:19])([O:20][C:21]([CH3:24])([CH3:23])[CH3:22])=[O:19].[S:25]1[C:29]2[CH:30]=[CH:31][CH:32]=[CH:33][C:28]=2[N:27]=[C:26]1[NH2:34].